Dataset: NCI-60 drug combinations with 297,098 pairs across 59 cell lines. Task: Regression. Given two drug SMILES strings and cell line genomic features, predict the synergy score measuring deviation from expected non-interaction effect. (1) Drug 1: C(=O)(N)NO. Drug 2: CC(C)NC(=O)C1=CC=C(C=C1)CNNC.Cl. Cell line: HL-60(TB). Synergy scores: CSS=0.973, Synergy_ZIP=-2.74, Synergy_Bliss=-1.69, Synergy_Loewe=-6.70, Synergy_HSA=-2.77. (2) Drug 1: CC1=C(N=C(N=C1N)C(CC(=O)N)NCC(C(=O)N)N)C(=O)NC(C(C2=CN=CN2)OC3C(C(C(C(O3)CO)O)O)OC4C(C(C(C(O4)CO)O)OC(=O)N)O)C(=O)NC(C)C(C(C)C(=O)NC(C(C)O)C(=O)NCCC5=NC(=CS5)C6=NC(=CS6)C(=O)NCCC[S+](C)C)O. Drug 2: CN(C(=O)NC(C=O)C(C(C(CO)O)O)O)N=O. Cell line: LOX IMVI. Synergy scores: CSS=41.6, Synergy_ZIP=2.08, Synergy_Bliss=2.54, Synergy_Loewe=-22.8, Synergy_HSA=4.85. (3) Drug 1: CC(CN1CC(=O)NC(=O)C1)N2CC(=O)NC(=O)C2. Drug 2: C1=CN(C=N1)CC(O)(P(=O)(O)O)P(=O)(O)O. Cell line: SK-MEL-28. Synergy scores: CSS=8.39, Synergy_ZIP=-1.13, Synergy_Bliss=-0.325, Synergy_Loewe=-0.577, Synergy_HSA=0.146. (4) Cell line: CCRF-CEM. Synergy scores: CSS=8.06, Synergy_ZIP=-4.21, Synergy_Bliss=-1.05, Synergy_Loewe=-4.05, Synergy_HSA=-3.73. Drug 1: C1CC(=O)NC(=O)C1N2CC3=C(C2=O)C=CC=C3N. Drug 2: CC1=C(C(=CC=C1)Cl)NC(=O)C2=CN=C(S2)NC3=CC(=NC(=N3)C)N4CCN(CC4)CCO. (5) Drug 1: CCCCC(=O)OCC(=O)C1(CC(C2=C(C1)C(=C3C(=C2O)C(=O)C4=C(C3=O)C=CC=C4OC)O)OC5CC(C(C(O5)C)O)NC(=O)C(F)(F)F)O. Drug 2: CC1=C2C(C(=O)C3(C(CC4C(C3C(C(C2(C)C)(CC1OC(=O)C(C(C5=CC=CC=C5)NC(=O)OC(C)(C)C)O)O)OC(=O)C6=CC=CC=C6)(CO4)OC(=O)C)O)C)O. Cell line: BT-549. Synergy scores: CSS=59.6, Synergy_ZIP=13.0, Synergy_Bliss=8.35, Synergy_Loewe=9.23, Synergy_HSA=9.37. (6) Drug 1: CC1=CC=C(C=C1)C2=CC(=NN2C3=CC=C(C=C3)S(=O)(=O)N)C(F)(F)F. Drug 2: B(C(CC(C)C)NC(=O)C(CC1=CC=CC=C1)NC(=O)C2=NC=CN=C2)(O)O. Cell line: 786-0. Synergy scores: CSS=22.9, Synergy_ZIP=2.20, Synergy_Bliss=0.986, Synergy_Loewe=-43.6, Synergy_HSA=-6.04. (7) Drug 2: CS(=O)(=O)OCCCCOS(=O)(=O)C. Drug 1: C1C(C(OC1N2C=C(C(=O)NC2=O)F)CO)O. Synergy scores: CSS=5.89, Synergy_ZIP=-0.302, Synergy_Bliss=2.80, Synergy_Loewe=-6.16, Synergy_HSA=-0.269. Cell line: DU-145. (8) Drug 1: CC1=C(C(=O)C2=C(C1=O)N3CC4C(C3(C2COC(=O)N)OC)N4)N. Drug 2: CC1C(C(CC(O1)OC2CC(CC3=C2C(=C4C(=C3O)C(=O)C5=CC=CC=C5C4=O)O)(C(=O)C)O)N)O. Cell line: SW-620. Synergy scores: CSS=42.1, Synergy_ZIP=-3.21, Synergy_Bliss=-3.90, Synergy_Loewe=-1.31, Synergy_HSA=1.87.